From a dataset of Forward reaction prediction with 1.9M reactions from USPTO patents (1976-2016). Predict the product of the given reaction. (1) Given the reactants C(Cl)C[Cl:3].[NH2:5][C:6]1[N:11]=[CH:10][C:9](/[CH:12]=[CH:13]/[C:14]([OH:16])=O)=[CH:8][CH:7]=1.[CH:17]([O:20][C:21]1[C:29]([O:30][CH3:31])=[CH:28][CH:27]=[CH:26][C:22]=1[CH2:23]CN)([CH3:19])[CH3:18].C1C=CC2N(O)N=[N:38][C:36]=2C=1.CCN(C(C)C)C(C)C.Cl, predict the reaction product. The product is: [ClH:3].[NH2:5][C:6]1[N:11]=[CH:10][C:9](/[CH:12]=[CH:13]/[C:14]([N:38]([CH2:23][C:22]2[CH:26]=[CH:27][CH:28]=[C:29]([O:30][CH3:31])[C:21]=2[O:20][CH:17]([CH3:18])[CH3:19])[CH3:36])=[O:16])=[CH:8][CH:7]=1. (2) The product is: [OH:10][C@@H:11]1[CH2:28][N:14]2[C:15](=[O:27])[CH2:16][CH2:17][N:18]([C:20]([O:22][C:23]([CH3:24])([CH3:25])[CH3:26])=[O:21])[CH2:19][C@@H:13]2[CH2:12]1. Given the reactants [N+](C1C=CC(C([O:10][C@@H:11]2[CH2:28][N:14]3[C:15](=[O:27])[CH2:16][CH2:17][N:18]([C:20]([O:22][C:23]([CH3:26])([CH3:25])[CH3:24])=[O:21])[CH2:19][C@@H:13]3[CH2:12]2)=O)=CC=1)([O-])=O.C(=O)([O-])[O-].[K+].[K+].C(OCC)(=O)C.CO, predict the reaction product. (3) Given the reactants [Cl:1][C:2]1[N:10]=[CH:9][CH:8]=[C:7]([Cl:11])[C:3]=1[C:4]([OH:6])=[O:5].[CH2:12]1CCN2C(=NCCC2)CC1.CI, predict the reaction product. The product is: [Cl:1][C:2]1[N:10]=[CH:9][CH:8]=[C:7]([Cl:11])[C:3]=1[C:4]([O:6][CH3:12])=[O:5]. (4) Given the reactants CC[N:3]([CH:7]([CH3:9])[CH3:8])C(C)C.Cl[C:11]1[C:21]([C:22]#[N:23])=[CH:20][C:14]([C:15]([O:17][CH2:18][CH3:19])=[O:16])=[C:13]([C:24]([F:27])([F:26])[F:25])[N:12]=1.CN(C(ON1N=N[C:38]2[CH:39]=[CH:40][CH:41]=[CH:42][C:37]1=2)=[N+](C)C)C.[B-](F)(F)(F)F.C1([CH:56]([S:58]([NH2:61])(=[O:60])=[O:59])[CH3:57])C=CC=CC=1, predict the reaction product. The product is: [C:22]([C:21]1[C:11]([NH:3][CH:7]2[CH2:8][CH2:13][CH:14]([C:15]([NH:61][S:58]([CH2:56][CH2:57][C:37]3[CH:38]=[CH:39][CH:40]=[CH:41][CH:42]=3)(=[O:59])=[O:60])=[O:16])[CH2:9]2)=[N:12][C:13]([C:24]([F:27])([F:26])[F:25])=[C:14]([CH:20]=1)[C:15]([O:17][CH2:18][CH3:19])=[O:16])#[N:23]. (5) Given the reactants [NH2:1][C:2]1[C:10]([NH2:11])=[CH:9][C:8]([CH3:12])=[CH:7][C:3]=1[C:4]([NH2:6])=[O:5].C([O-])(O)=O.[Na+].[F:18][C:19]([F:24])([F:23])[C:20](O)=O, predict the reaction product. The product is: [CH3:12][C:8]1[CH:7]=[C:3]([C:4]([NH2:6])=[O:5])[C:2]2[N:1]=[C:20]([C:19]([F:24])([F:23])[F:18])[NH:11][C:10]=2[CH:9]=1. (6) The product is: [CH3:8][N:9]([C:14]1[N:19]=[C:18]([C:20]2[CH:21]=[CH:22][C:23]([F:26])=[CH:24][CH:25]=2)[C:17](/[CH:27]=[CH:28]/[C@@H:29]([OH:37])[CH2:30][C@@H:31]([OH:36])[CH2:32][C:33]([OH:35])=[O:34])=[C:16]([CH:38]([CH3:40])[CH3:39])[N:15]=1)[S:10]([CH3:13])(=[O:12])=[O:11]. Given the reactants C(NC(C)C)(C)C.[CH3:8][N:9]([C:14]1[N:19]=[C:18]([C:20]2[CH:25]=[CH:24][C:23]([F:26])=[CH:22][CH:21]=2)[C:17](/[CH:27]=[CH:28]/[C@@H:29]([OH:37])[CH2:30][C@@H:31]([OH:36])[CH2:32][C:33]([OH:35])=[O:34])=[C:16]([CH:38]([CH3:40])[CH3:39])[N:15]=1)[S:10]([CH3:13])(=[O:12])=[O:11].Cl.[OH-].[Na+].O.O.[Cl-].[Ca+2].[Cl-], predict the reaction product.